This data is from Forward reaction prediction with 1.9M reactions from USPTO patents (1976-2016). The task is: Predict the product of the given reaction. (1) The product is: [CH3:17][C:15]1[C:16]2[C:8]([C:5]3[CH:6]=[CH:7][C:2]([CH3:1])=[CH:3][CH:4]=3)=[CH:9][O:10][C:11]=2[C:12]([CH3:19])=[C:13]([CH3:18])[CH:14]=1. Given the reactants [CH3:1][C:2]1[CH:7]=[CH:6][C:5]([C:8](=O)[CH2:9][O:10][C:11]2[CH:16]=[C:15]([CH3:17])[CH:14]=[C:13]([CH3:18])[C:12]=2[CH3:19])=[CH:4][CH:3]=1, predict the reaction product. (2) Given the reactants [F:1][CH2:2][CH2:3][CH2:4][O:5][C:6]1[CH:11]=[CH:10][C:9]([C:12]2[N:13]=[C:14]3[CH:19]=[CH:18][C:17]([O:20]COC)=[CH:16][N:15]3[CH:24]=2)=[CH:8][CH:7]=1.Cl.O, predict the reaction product. The product is: [F:1][CH2:2][CH2:3][CH2:4][O:5][C:6]1[CH:11]=[CH:10][C:9]([C:12]2[N:13]=[C:14]3[CH:19]=[CH:18][C:17]([OH:20])=[CH:16][N:15]3[CH:24]=2)=[CH:8][CH:7]=1. (3) Given the reactants [Cl:1][C:2]1[CH:10]=[CH:9][CH:8]=[CH:7][C:3]=1[C:4](Cl)=[O:5].[NH2:11][C:12]1[C:13](Cl)=[N:14][C:15]([CH3:19])=[N:16][C:17]=1[Cl:18].C(N(C(C)C)CC)(C)C.[NH2:30][C@H:31]([CH3:34])[CH2:32][OH:33], predict the reaction product. The product is: [Cl:1][C:2]1[CH:10]=[CH:9][CH:8]=[CH:7][C:3]=1[C:4]([NH:11][C:12]1[C:17]([Cl:18])=[N:16][C:15]([CH3:19])=[N:14][C:13]=1[NH:30][C@H:31]([CH3:34])[CH2:32][OH:33])=[O:5]. (4) Given the reactants [F:1][C:2]([F:9])([F:8])[C:3]([O:5]CC)=O.[H-].[Na+].[Cl:12][C:13]1[CH:18]=[CH:17][CH:16]=[C:15]([C:19](=[O:21])[CH3:20])[N:14]=1.C1OCCOC2C(=CC=CC=2)OCCOCCOC2C(=CC=CC=2)OC1.Cl, predict the reaction product. The product is: [Cl:12][C:13]1[CH:18]=[CH:17][CH:16]=[C:15]([C:19](=[O:21])[CH2:20][C:3]([C:2]([F:1])([F:8])[F:9])=[O:5])[N:14]=1. (5) The product is: [O:1]=[C:2]1[C:6]2([CH2:7][CH2:8][N:9]([CH2:12][CH2:13][CH2:14][N:15]3[C:20](=[O:21])[CH2:19][O:18][C:17]4[CH:22]=[CH:23][CH:24]=[CH:25][C:16]3=4)[CH2:10][CH2:11]2)[N:5]([C:26]2[CH:31]=[CH:30][CH:29]=[CH:28][CH:27]=2)[CH2:4][N:3]1[CH2:32][C:33]1[CH:34]=[C:35]([CH:43]=[CH:44][CH:45]=1)[C:36]([OH:38])=[O:37]. Given the reactants [O:1]=[C:2]1[C:6]2([CH2:11][CH2:10][N:9]([CH2:12][CH2:13][CH2:14][N:15]3[C:20](=[O:21])[CH2:19][O:18][C:17]4[CH:22]=[CH:23][CH:24]=[CH:25][C:16]3=4)[CH2:8][CH2:7]2)[N:5]([C:26]2[CH:31]=[CH:30][CH:29]=[CH:28][CH:27]=2)[CH2:4][N:3]1[CH2:32][C:33]1[CH:34]=[C:35]([CH:43]=[CH:44][CH:45]=1)[C:36]([O:38]C(C)(C)C)=[O:37].Cl, predict the reaction product.